This data is from Forward reaction prediction with 1.9M reactions from USPTO patents (1976-2016). The task is: Predict the product of the given reaction. (1) Given the reactants [CH3:1][O:2][C:3]1[CH:8]=[CH:7][CH:6]=[CH:5][C:4]=1[C:9]1[NH:10][C:11]2[C:16]([CH:17]=1)=[CH:15][C:14]([CH:18]1[CH2:23][CH2:22][NH:21][CH2:20][CH2:19]1)=[CH:13][CH:12]=2.[CH3:24][N:25]([CH2:33][CH2:34][CH:35]=O)C(=O)OC(C)(C)C.[Na].C(O)(=O)C, predict the reaction product. The product is: [CH3:1][O:2][C:3]1[CH:8]=[CH:7][CH:6]=[CH:5][C:4]=1[C:9]1[NH:10][C:11]2[C:16]([CH:17]=1)=[CH:15][C:14]([CH:18]1[CH2:23][CH2:22][N:21]([CH2:35][CH2:34][CH2:33][NH:25][CH3:24])[CH2:20][CH2:19]1)=[CH:13][CH:12]=2. (2) Given the reactants [NH2:1][C:2]1[CH:3]=[C:4]([C:8]2[NH:9][C:10]([C:13]3[C:14]([NH2:20])=[N:15][CH:16]=[C:17](Br)[N:18]=3)=[N:11][N:12]=2)[CH:5]=[CH:6][CH:7]=1.[CH2:21]([S:23]([N:26]1[CH2:31][CH2:30][NH:29][CH2:28][CH2:27]1)(=[O:25])=[O:24])[CH3:22].CCOC(C)=O, predict the reaction product. The product is: [NH2:1][C:2]1[CH:3]=[C:4]([C:8]2[NH:9][C:10]([C:13]3[C:14]([NH2:20])=[N:15][CH:16]=[C:17]([N:29]4[CH2:28][CH2:27][N:26]([S:23]([CH2:21][CH3:22])(=[O:24])=[O:25])[CH2:31][CH2:30]4)[N:18]=3)=[N:11][N:12]=2)[CH:5]=[CH:6][CH:7]=1.